Dataset: NCI-60 drug combinations with 297,098 pairs across 59 cell lines. Task: Regression. Given two drug SMILES strings and cell line genomic features, predict the synergy score measuring deviation from expected non-interaction effect. (1) Drug 1: C1=CC=C(C(=C1)C(C2=CC=C(C=C2)Cl)C(Cl)Cl)Cl. Drug 2: C(CC(=O)O)C(=O)CN.Cl. Cell line: A498. Synergy scores: CSS=7.99, Synergy_ZIP=-2.70, Synergy_Bliss=-2.24, Synergy_Loewe=1.40, Synergy_HSA=-0.935. (2) Drug 1: CC1=CC=C(C=C1)C2=CC(=NN2C3=CC=C(C=C3)S(=O)(=O)N)C(F)(F)F. Drug 2: C1=CN(C(=O)N=C1N)C2C(C(C(O2)CO)O)O.Cl. Cell line: MDA-MB-231. Synergy scores: CSS=26.1, Synergy_ZIP=1.09, Synergy_Bliss=0.960, Synergy_Loewe=1.89, Synergy_HSA=5.86.